From a dataset of Forward reaction prediction with 1.9M reactions from USPTO patents (1976-2016). Predict the product of the given reaction. (1) Given the reactants [Br:1][C:2]1[CH:7]=[CH:6][C:5]([S:8]([N:11]2[CH2:16][CH2:15][C:14]([CH2:18][N:19]([CH:24]3[CH2:26][CH2:25]3)[C:20](=[O:23])[CH2:21]Cl)([OH:17])[CH:13]([F:27])[CH2:12]2)(=[O:10])=[O:9])=[CH:4][CH:3]=1.[H-].[Na+], predict the reaction product. The product is: [Br:1][C:2]1[CH:7]=[CH:6][C:5]([S:8]([N:11]2[CH2:16][CH2:15][C:14]3([O:17][CH2:21][C:20](=[O:23])[N:19]([CH:24]4[CH2:26][CH2:25]4)[CH2:18]3)[CH:13]([F:27])[CH2:12]2)(=[O:10])=[O:9])=[CH:4][CH:3]=1. (2) Given the reactants Cl[C:2]1[CH:3]=[C:4]([N:8]2[CH:13]=[CH:12][CH:11]=[CH:10][C:9]2=[O:14])[CH:5]=[CH:6][CH:7]=1.[B:15]1([B:15]2[O:19][C:18]([CH3:21])([CH3:20])[C:17]([CH3:23])([CH3:22])[O:16]2)[O:19][C:18]([CH3:21])([CH3:20])[C:17]([CH3:23])([CH3:22])[O:16]1.CC(C1C=C(C(C)C)C(C2C=CC=CC=2P(C2CCCCC2)C2CCCCC2)=C(C(C)C)C=1)C.CC([O-])=O.[K+], predict the reaction product. The product is: [CH3:22][C:17]1([CH3:23])[C:18]([CH3:21])([CH3:20])[O:19][B:15]([C:2]2[CH:3]=[C:4]([N:8]3[CH:13]=[CH:12][CH:11]=[CH:10][C:9]3=[O:14])[CH:5]=[CH:6][CH:7]=2)[O:16]1. (3) The product is: [Cl:25][C:19]1[CH:20]=[CH:21][CH:22]=[C:23]([F:24])[C:18]=1[C:16]1[NH:15][C:7]2=[C:8]3[C:13](=[C:4]4[CH:3]=[C:2]([C:32]5[CH:31]=[N:30][C:29]([Cl:28])=[CH:34][CH:33]=5)[CH:27]=[CH:26][C:5]4=[C:6]2[N:17]=1)[C:12](=[O:14])[NH:11][CH:10]=[CH:9]3. Given the reactants Br[C:2]1[CH:27]=[CH:26][C:5]2=[C:6]3[N:17]=[C:16]([C:18]4[C:23]([F:24])=[CH:22][CH:21]=[CH:20][C:19]=4[Cl:25])[NH:15][C:7]3=[C:8]3[C:13]([C:12](=[O:14])[NH:11][CH:10]=[CH:9]3)=[C:4]2[CH:3]=1.[Cl:28][C:29]1[CH:34]=[CH:33][C:32](B2OC(C)(C)C(C)(C)O2)=[CH:31][N:30]=1.C([O-])([O-])=O.[Na+].[Na+], predict the reaction product.